Task: Predict the reactants needed to synthesize the given product.. Dataset: Full USPTO retrosynthesis dataset with 1.9M reactions from patents (1976-2016) (1) Given the product [CH2:24]([C:27]1([S:30]([N:10]2[C:11]3[C:19](=[C:18]([CH3:20])[C:17](=[O:21])[N:16]4[C:12]=3[CH2:13][CH2:14][CH2:15]4)[N:8]([C:5]3[CH:6]=[CH:7][C:2]([Br:1])=[CH:3][C:4]=3[F:23])[C:9]2=[O:22])(=[O:32])=[O:31])[CH2:29][CH2:28]1)[CH:25]=[CH2:26], predict the reactants needed to synthesize it. The reactants are: [Br:1][C:2]1[CH:7]=[CH:6][C:5]([N:8]2[C:19]3[C:11](=[C:12]4[N:16]([C:17](=[O:21])[C:18]=3[CH3:20])[CH2:15][CH2:14][CH2:13]4)[NH:10][C:9]2=[O:22])=[C:4]([F:23])[CH:3]=1.[CH2:24]([C:27]1([S:30](Cl)(=[O:32])=[O:31])[CH2:29][CH2:28]1)[CH:25]=[CH2:26].CO. (2) Given the product [CH3:1][C:2]1[N:3]=[C:4]([NH:12][C:13](=[O:15])[CH3:14])[S:5][C:6]=1[C:7]1[CH:11]=[N:10][N:9]([S:50]([C:47]2[CH:48]=[N:49][C:44]([N:38]3[CH2:39][CH2:40][O:41][CH2:42][CH2:43]3)=[CH:45][CH:46]=2)(=[O:52])=[O:51])[CH:8]=1, predict the reactants needed to synthesize it. The reactants are: [CH3:1][C:2]1[N:3]=[C:4]([NH:12][C:13](=[O:15])[CH3:14])[S:5][C:6]=1[C:7]1[CH:8]=[N:9][NH:10][CH:11]=1.C(N1C=C(C2SC(NC(=O)C)=NC=2C)C=N1)C1C=CC=CC=1.[N:38]1([C:44]2[N:49]=[CH:48][C:47]([S:50](Cl)(=[O:52])=[O:51])=[CH:46][CH:45]=2)[CH2:43][CH2:42][O:41][CH2:40][CH2:39]1. (3) Given the product [Cl:19][C:9]1[C:8]([C:11]#[N:12])=[CH:7][N:6]=[C:5]2[S:13][C:2]([I:1])=[C:3]([CH:14]([CH3:16])[CH3:15])[C:4]=12, predict the reactants needed to synthesize it. The reactants are: [I:1][C:2]1[S:13][C:5]2[NH:6][CH:7]=[C:8]([C:11]#[N:12])[C:9](=O)[C:4]=2[C:3]=1[CH:14]([CH3:16])[CH3:15].P(Cl)(Cl)([Cl:19])=O. (4) Given the product [CH:18]([C:13]1[CH:14]=[C:15]2[C:10](=[CH:11][CH:12]=1)[CH2:9][N:8]([C:6]([O:5][C:1]([CH3:4])([CH3:3])[CH3:2])=[O:7])[CH2:17][CH2:16]2)=[O:19], predict the reactants needed to synthesize it. The reactants are: [C:1]([O:5][C:6]([N:8]1[CH2:17][CH2:16][C:15]2[C:10](=[CH:11][CH:12]=[C:13]([CH2:18][OH:19])[CH:14]=2)[CH2:9]1)=[O:7])([CH3:4])([CH3:3])[CH3:2].